The task is: Predict the reactants needed to synthesize the given product.. This data is from Full USPTO retrosynthesis dataset with 1.9M reactions from patents (1976-2016). (1) Given the product [ClH:1].[Cl:23][C:24]1[C:33]2[C:32](=[O:34])[NH:31][C@H:30]3[CH2:35][NH:36][CH2:37][C@@H:29]3[C:28]=2[CH:27]=[CH:26][CH:25]=1, predict the reactants needed to synthesize it. The reactants are: [Cl:1]C1C2C(=O)N[C@H]3CN(C(OC(C)(C)C)=O)C[C@@H]3C=2C=CC=1.[Cl:23][C:24]1[C:33]2[C:32](=[O:34])[NH:31][C@@H:30]3[CH2:35][N:36](C(OC(C)(C)C)=O)[CH2:37][C@H:29]3[C:28]=2[CH:27]=[CH:26][CH:25]=1. (2) The reactants are: [C:1]1([CH:7]([O:37]C(=O)C)[C:8](=[O:36])[NH:9][C:10]2[S:11][C:12]3[CH:18]=[CH:17][CH:16]=[C:15]([O:19][C:20]4[CH:25]=[C:24]([C:26]5[CH:31]=[CH:30][C:29]([C:32]([F:35])([F:34])[F:33])=[CH:28][CH:27]=5)[N:23]=[CH:22][N:21]=4)[C:13]=3[N:14]=2)[CH:6]=[CH:5][CH:4]=[CH:3][CH:2]=1.C(=O)([O-])[O-].[K+].[K+]. Given the product [OH:37][CH:7]([C:1]1[CH:2]=[CH:3][CH:4]=[CH:5][CH:6]=1)[C:8]([NH:9][C:10]1[S:11][C:12]2[CH:18]=[CH:17][CH:16]=[C:15]([O:19][C:20]3[CH:25]=[C:24]([C:26]4[CH:27]=[CH:28][C:29]([C:32]([F:33])([F:34])[F:35])=[CH:30][CH:31]=4)[N:23]=[CH:22][N:21]=3)[C:13]=2[N:14]=1)=[O:36], predict the reactants needed to synthesize it. (3) Given the product [CH3:1][O:2][C:3](=[O:32])[CH2:4][O:5][C:6]1[CH:11]=[CH:10][C:9]([CH2:12][N:13]2[C:17]3[CH:18]=[C:19]([F:23])[C:20]([F:22])=[CH:21][C:16]=3[N:15]=[C:14]2[C:24]2[CH:29]=[CH:28][C:27]([Cl:30])=[CH:26][C:25]=2[O:31][CH2:34][CH:35]2[CH2:39][CH2:38][CH2:37][CH2:36]2)=[CH:8][CH:7]=1, predict the reactants needed to synthesize it. The reactants are: [CH3:1][O:2][C:3](=[O:32])[CH2:4][O:5][C:6]1[CH:11]=[CH:10][C:9]([CH2:12][N:13]2[C:17]3[CH:18]=[C:19]([F:23])[C:20]([F:22])=[CH:21][C:16]=3[N:15]=[C:14]2[C:24]2[CH:29]=[CH:28][C:27]([Cl:30])=[CH:26][C:25]=2[OH:31])=[CH:8][CH:7]=1.Br[CH2:34][CH:35]1[CH2:39][CH2:38][CH2:37][CH2:36]1. (4) Given the product [Cl:1][C:2]1[N:3]=[C:4]([N:14]2[CH2:19][CH2:18][O:17][CH2:16][CH2:15]2)[C:5]2[S:10][C:9]([CH2:11][N:12]([CH3:13])[CH2:26][C:21]3[CH:22]=[CH:23][CH:24]=[CH:25][N:20]=3)=[CH:8][C:6]=2[N:7]=1, predict the reactants needed to synthesize it. The reactants are: [Cl:1][C:2]1[N:3]=[C:4]([N:14]2[CH2:19][CH2:18][O:17][CH2:16][CH2:15]2)[C:5]2[S:10][C:9]([CH2:11][NH:12][CH3:13])=[CH:8][C:6]=2[N:7]=1.[N:20]1[CH:25]=[CH:24][CH:23]=[CH:22][C:21]=1[CH:26]=O. (5) Given the product [CH:1]([C:4]1[N:8]2[CH:9]=[C:10]([S:13][C:14]3[CH:19]=[CH:18][CH:17]=[CH:16][C:15]=3[CH2:20][O:21][C:25](=[O:26])[NH:24][CH2:22][CH3:23])[CH:11]=[CH:12][C:7]2=[N:6][N:5]=1)([CH3:3])[CH3:2], predict the reactants needed to synthesize it. The reactants are: [CH:1]([C:4]1[N:8]2[CH:9]=[C:10]([S:13][C:14]3[CH:19]=[CH:18][CH:17]=[CH:16][C:15]=3[CH2:20][OH:21])[CH:11]=[CH:12][C:7]2=[N:6][N:5]=1)([CH3:3])[CH3:2].[CH2:22]([N:24]=[C:25]=[O:26])[CH3:23].